From a dataset of Peptide-MHC class I binding affinity with 185,985 pairs from IEDB/IMGT. Regression. Given a peptide amino acid sequence and an MHC pseudo amino acid sequence, predict their binding affinity value. This is MHC class I binding data. (1) The peptide sequence is GAFFLYDRL. The MHC is HLA-A02:01 with pseudo-sequence HLA-A02:01. The binding affinity (normalized) is 0. (2) The MHC is HLA-A02:02 with pseudo-sequence HLA-A02:02. The binding affinity (normalized) is 0.657. The peptide sequence is FTLGIMAIA. (3) The binding affinity (normalized) is 0. The MHC is HLA-A30:01 with pseudo-sequence HLA-A30:01. The peptide sequence is FLKEQGGL.